The task is: Predict the reaction yield, written as a fraction of the theoretical maximum amount of product (1.0 means a 100% yield; for example, 0.34 means a 34% yield).. This data is from Reaction yield outcomes from USPTO patents with 853,638 reactions. The reactants are [NH2:1][C:2]1[C:7]([N:8]([CH3:13])[C:9](=O)[O:10]C)=[C:6]([NH2:14])[N:5]=[C:4]([C:15]2[CH:19]=[C:18]([C:20]3[O:21][CH:22]=[CH:23][N:24]=3)[N:17]([CH2:25][C:26]3[CH:31]=[CH:30][CH:29]=[CH:28][C:27]=3[F:32])[N:16]=2)[N:3]=1.[H-].[Na+]. The catalyst is CN(C=O)C.O.CCOCC. The product is [NH2:1][C:2]1[N:3]=[C:4]([C:15]2[CH:19]=[C:18]([C:20]3[O:21][CH:22]=[CH:23][N:24]=3)[N:17]([CH2:25][C:26]3[CH:31]=[CH:30][CH:29]=[CH:28][C:27]=3[F:32])[N:16]=2)[N:5]=[C:6]2[C:7]=1[N:8]([CH3:13])[C:9](=[O:10])[NH:14]2. The yield is 0.670.